From a dataset of NCI-60 drug combinations with 297,098 pairs across 59 cell lines. Regression. Given two drug SMILES strings and cell line genomic features, predict the synergy score measuring deviation from expected non-interaction effect. (1) Drug 1: CCCS(=O)(=O)NC1=C(C(=C(C=C1)F)C(=O)C2=CNC3=C2C=C(C=N3)C4=CC=C(C=C4)Cl)F. Drug 2: C1=NC(=NC(=O)N1C2C(C(C(O2)CO)O)O)N. Cell line: SNB-19. Synergy scores: CSS=-0.491, Synergy_ZIP=6.68, Synergy_Bliss=-0.298, Synergy_Loewe=-6.18, Synergy_HSA=-3.20. (2) Drug 1: CCC1=CC2CC(C3=C(CN(C2)C1)C4=CC=CC=C4N3)(C5=C(C=C6C(=C5)C78CCN9C7C(C=CC9)(C(C(C8N6C)(C(=O)OC)O)OC(=O)C)CC)OC)C(=O)OC.C(C(C(=O)O)O)(C(=O)O)O. Drug 2: COC1=C2C(=CC3=C1OC=C3)C=CC(=O)O2. Cell line: SNB-19. Synergy scores: CSS=35.6, Synergy_ZIP=0.535, Synergy_Bliss=-0.712, Synergy_Loewe=-34.2, Synergy_HSA=-1.80.